This data is from Catalyst prediction with 721,799 reactions and 888 catalyst types from USPTO. The task is: Predict which catalyst facilitates the given reaction. The catalyst class is: 7. Product: [NH2:3][C:4]1[C:11]([F:12])=[CH:10][C:7]([C:8]#[N:9])=[C:6]([O:2][CH3:1])[CH:5]=1. Reactant: [CH3:1][OH:2].[NH2:3][C:4]1[C:11]([F:12])=[CH:10][C:7]([C:8]#[N:9])=[C:6](F)[CH:5]=1.